This data is from Reaction yield outcomes from USPTO patents with 853,638 reactions. The task is: Predict the reaction yield, written as a fraction of the theoretical maximum amount of product (1.0 means a 100% yield; for example, 0.34 means a 34% yield). (1) The reactants are C[O:2][C:3](=[O:42])[C:4]1[CH:9]=[CH:8][CH:7]=[C:6]([CH2:10][O:11][C:12]2[CH:17]=[CH:16][C:15]([C:18]([N:20]3[C:29]4[C:24](=[CH:25][CH:26]=[CH:27][CH:28]=4)[C@H:23]([N:30]([C:38](=[O:40])[CH3:39])[C:31]4[CH:36]=[CH:35][C:34]([Cl:37])=[CH:33][CH:32]=4)[CH2:22][C@@H:21]3[CH3:41])=[O:19])=[CH:14][CH:13]=2)[CH:5]=1.[Li+].[OH-]. The catalyst is CO.C1COCC1. The product is [C:38]([N:30]([C:31]1[CH:32]=[CH:33][C:34]([Cl:37])=[CH:35][CH:36]=1)[C@H:23]1[C:24]2[C:29](=[CH:28][CH:27]=[CH:26][CH:25]=2)[N:20]([C:18]([C:15]2[CH:16]=[CH:17][C:12]([O:11][CH2:10][C:6]3[CH:5]=[C:4]([CH:9]=[CH:8][CH:7]=3)[C:3]([OH:42])=[O:2])=[CH:13][CH:14]=2)=[O:19])[C@@H:21]([CH3:41])[CH2:22]1)(=[O:40])[CH3:39]. The yield is 1.00. (2) The reactants are Cl[S:2]([C:5]1[CH:6]=[C:7]([CH:11]=[CH:12][CH:13]=1)[C:8]([OH:10])=[O:9])(=[O:4])=[O:3].C(N(C(C)C)CC)(C)C.[NH:23]1[CH2:28][CH2:27][O:26][CH2:25][CH2:24]1. The catalyst is ClCCl. The product is [N:23]1([S:2]([C:5]2[CH:6]=[C:7]([CH:11]=[CH:12][CH:13]=2)[C:8]([OH:10])=[O:9])(=[O:4])=[O:3])[CH2:28][CH2:27][O:26][CH2:25][CH2:24]1. The yield is 0.810.